This data is from Reaction yield outcomes from USPTO patents with 853,638 reactions. The task is: Predict the reaction yield, written as a fraction of the theoretical maximum amount of product (1.0 means a 100% yield; for example, 0.34 means a 34% yield). The reactants are [N+:1]([C:4]1[C:13]2[O:12][C@@:11]([CH3:19])([CH:14]([O:17][CH3:18])[O:15][CH3:16])[C@H:10]3[O:20][C@H:9]3[C:8]=2[CH:7]=[CH:6][CH:5]=1)([O-:3])=[O:2].[Cl:21][C:22]1[CH:27]=[CH:26][C:25]([NH:28][CH2:29][C:30]2[N:31]=[N:32][N:33]([CH3:35])[N:34]=2)=[CH:24][CH:23]=1. No catalyst specified. The product is [N+:1]([C:4]1[C:13]2[O:12][C@@:11]([CH3:19])([CH:14]([O:17][CH3:18])[O:15][CH3:16])[C@@H:10]([OH:20])[C@H:9]([N:28]([C:25]3[CH:26]=[CH:27][C:22]([Cl:21])=[CH:23][CH:24]=3)[CH2:29][C:30]3[N:31]=[N:32][N:33]([CH3:35])[N:34]=3)[C:8]=2[CH:7]=[CH:6][CH:5]=1)([O-:3])=[O:2]. The yield is 0.150.